Dataset: Peptide-MHC class I binding affinity with 185,985 pairs from IEDB/IMGT. Task: Regression. Given a peptide amino acid sequence and an MHC pseudo amino acid sequence, predict their binding affinity value. This is MHC class I binding data. (1) The peptide sequence is FWLMVYEGL. The binding affinity (normalized) is 0.0847. The MHC is HLA-B57:01 with pseudo-sequence HLA-B57:01. (2) The peptide sequence is HQLDPAFRA. The MHC is Patr-A0301 with pseudo-sequence Patr-A0301. The binding affinity (normalized) is 0.0171. (3) The peptide sequence is RYSHWTKL. The MHC is HLA-B58:01 with pseudo-sequence HLA-B58:01. The binding affinity (normalized) is 0.0847. (4) The peptide sequence is VCYVPHFK. The MHC is Mamu-B08 with pseudo-sequence Mamu-B08. The binding affinity (normalized) is 0. (5) The peptide sequence is RVCWLHECT. The MHC is HLA-A68:02 with pseudo-sequence HLA-A68:02. The binding affinity (normalized) is 0. (6) The peptide sequence is AFRHVAREL. The MHC is HLA-B57:01 with pseudo-sequence HLA-B57:01. The binding affinity (normalized) is 0. (7) The peptide sequence is IIYERDFSY. The MHC is HLA-B08:02 with pseudo-sequence HLA-B08:02. The binding affinity (normalized) is 0.0847.